This data is from Full USPTO retrosynthesis dataset with 1.9M reactions from patents (1976-2016). The task is: Predict the reactants needed to synthesize the given product. (1) Given the product [CH3:1][O:2][C:3]([C:5]1[C:6]([OH:30])=[C:7]2[C:12](=[C:13]([C:36]3[CH:37]=[N:38][CH:39]=[CH:40][CH:41]=3)[N:14]=1)[N:11]([CH2:16][C:17]1[CH:22]=[CH:21][CH:20]=[CH:19][CH:18]=1)[C:10](=[O:23])[C:9]([C:24]1[CH:25]=[N:26][CH:27]=[CH:28][CH:29]=1)=[CH:8]2)=[O:4], predict the reactants needed to synthesize it. The reactants are: [CH3:1][O:2][C:3]([C:5]1[C:6]([OH:30])=[C:7]2[C:12](=[C:13](Br)[N:14]=1)[N:11]([CH2:16][C:17]1[CH:22]=[CH:21][CH:20]=[CH:19][CH:18]=1)[C:10](=[O:23])[C:9]([C:24]1[CH:25]=[N:26][CH:27]=[CH:28][CH:29]=1)=[CH:8]2)=[O:4].C([Sn](CCCC)(CCCC)[C:36]1[CH:37]=[N:38][CH:39]=[CH:40][CH:41]=1)CCC.CCOC(C)=O.Cl. (2) Given the product [CH2:16]=[C:2]1[CH2:7][CH2:6][N:5]([C:8]([O:10][C:11]([CH3:14])([CH3:13])[CH3:12])=[O:9])[CH2:4][CH2:3]1, predict the reactants needed to synthesize it. The reactants are: O=[C:2]1[CH2:7][CH2:6][N:5]([C:8]([O:10][C:11]([CH3:14])([CH3:13])[CH3:12])=[O:9])[CH2:4][CH2:3]1.O1CCC[CH2:16]1. (3) Given the product [CH3:44][O:26][C:24]([C:3]1[C:4]([CH3:18])=[CH:5][C:6]([C:8]2[CH:13]=[CH:12][CH:11]=[C:10]([C:14]([F:16])([F:17])[F:15])[CH:9]=2)=[CH:7][C:2]=1[C:29]1[CH:28]=[N:27][CH:32]=[CH:31][CH:30]=1)=[O:25], predict the reactants needed to synthesize it. The reactants are: C[C:2]1[C:3]([C:24]([OH:26])=[O:25])=[C:4]([C:18]2C=NC=NC=2)[CH:5]=[C:6]([C:8]2[CH:13]=[CH:12][CH:11]=[C:10]([C:14]([F:17])([F:16])[F:15])[CH:9]=2)[CH:7]=1.[N:27]1[CH:32]=[CH:31][CH:30]=[C:29](B(O)O)[CH:28]=1.P([O-])([O-])([O-])=O.[K+].[K+].[K+].[CH3:44]N(C=O)C. (4) Given the product [C:37]([O:36][C:34]([NH:33][C@H:23]1[C@@H:24]([N:28]2[CH:32]=[CH:31][N:30]=[N:29]2)[C@@H:25]([CH3:27])[CH2:26][N:21]([C:20]2[CH:19]=[CH:18][N:17]=[CH:16][C:15]=2[NH:14][C:12]([C:8]2[C:7]([NH:41][C:42](=[O:51])[O:43][CH2:44][C:45]3[CH:46]=[CH:47][CH:48]=[CH:49][CH:50]=3)=[CH:6][C:5]3[C:10](=[CH:11][C:2]([C:74]4[CH2:79][CH2:78][O:77][CH2:76][CH:75]=4)=[CH:3][CH:4]=3)[N:9]=2)=[O:13])[CH2:22]1)=[O:35])([CH3:39])([CH3:38])[CH3:40], predict the reactants needed to synthesize it. The reactants are: Br[C:2]1[CH:11]=[C:10]2[C:5]([CH:6]=[C:7]([NH:41][C:42](=[O:51])[O:43][CH2:44][C:45]3[CH:50]=[CH:49][CH:48]=[CH:47][CH:46]=3)[C:8]([C:12]([NH:14][C:15]3[CH:16]=[N:17][CH:18]=[CH:19][C:20]=3[N:21]3[CH2:26][C@H:25]([CH3:27])[C@H:24]([N:28]4[CH:32]=[CH:31][N:30]=[N:29]4)[C@H:23]([NH:33][C:34]([O:36][C:37]([CH3:40])([CH3:39])[CH3:38])=[O:35])[CH2:22]3)=[O:13])=[N:9]2)=[CH:4][CH:3]=1.[O-]P([O-])([O-])=O.[K+].[K+].[K+].O1CCOCC1.CC1(C)C(C)(C)OB([C:74]2[CH2:75][CH2:76][O:77][CH2:78][CH:79]=2)O1. (5) The reactants are: [O:1]1[CH:5]=[CH:4][CH:3]=[C:2]1[C:6]([C:8]1[S:12][CH:11]=[C:10]([CH2:13][C:14]([O:16]CC)=[O:15])[CH:9]=1)=[O:7].[OH-].[Na+]. Given the product [O:1]1[CH:5]=[CH:4][CH:3]=[C:2]1[C:6]([C:8]1[S:12][CH:11]=[C:10]([CH2:13][C:14]([OH:16])=[O:15])[CH:9]=1)=[O:7], predict the reactants needed to synthesize it. (6) Given the product [ClH:7].[NH2:19][C:20]1[S:21][C:8]([C:9]([O:11][CH2:12][CH3:13])=[O:10])=[CH:14][N:22]=1, predict the reactants needed to synthesize it. The reactants are: CC(C)([O-])C.[K+].[Cl:7][CH2:8][C:9]([O:11][CH2:12][CH3:13])=[O:10].[CH:14](OCC)=O.[NH2:19][C:20]([NH2:22])=[S:21]. (7) The reactants are: [CH3:1][CH:2]([CH3:14])[CH2:3][C:4]#[C:5][C:6]1[CH:11]=[CH:10][N:9]=[C:8]([S:12][CH3:13])[N:7]=1.N12CCCN=C1CCCCC2.[I-].[NH2:27][N+:28]1[CH:33]=[CH:32][CH:31]=[CH:30][CH:29]=1.O. Given the product [CH2:3]([C:4]1[C:5]([C:6]2[CH:11]=[CH:10][N:9]=[C:8]([S:12][CH3:13])[N:7]=2)=[C:29]2[CH:30]=[CH:31][CH:32]=[CH:33][N:28]2[N:27]=1)[CH:2]([CH3:14])[CH3:1], predict the reactants needed to synthesize it. (8) Given the product [O:15]1[C:19]2[CH:20]=[CH:21][CH:22]=[C:23]([NH:24][C:9]([NH:8][CH2:7][C:6]3[CH:11]=[CH:12][C:3]([C:2]([F:13])([F:14])[F:1])=[CH:4][CH:5]=3)=[O:10])[C:18]=2[CH2:17][CH2:16]1, predict the reactants needed to synthesize it. The reactants are: [F:1][C:2]([F:14])([F:13])[C:3]1[CH:12]=[CH:11][C:6]([CH2:7][N:8]=[C:9]=[O:10])=[CH:5][CH:4]=1.[O:15]1[C:19]2=[CH:20][CH:21]=[CH:22][C:23]([NH2:24])=[C:18]2[CH2:17][CH2:16]1. (9) Given the product [N+:26]([C:29]1[CH:30]=[C:31]2[C:32](=[CH:38][CH:39]=1)[C:33](=[O:34])[N:2]([C:3]1([CH2:11][CH2:12][CH2:13][CH2:14][NH:15][C:16](=[O:25])[O:17][CH2:18][C:19]3[CH:20]=[CH:21][CH:22]=[CH:23][CH:24]=3)[CH2:8][CH2:7][C:6](=[O:9])[NH:5][C:4]1=[O:10])[C:36]2=[O:35])([O-:28])=[O:27], predict the reactants needed to synthesize it. The reactants are: Cl.[NH2:2][C:3]1([CH2:11][CH2:12][CH2:13][CH2:14][NH:15][C:16](=[O:25])[O:17][CH2:18][C:19]2[CH:24]=[CH:23][CH:22]=[CH:21][CH:20]=2)[CH2:8][CH2:7][C:6](=[O:9])[NH:5][C:4]1=[O:10].[N+:26]([C:29]1[CH:30]=[C:31]2[C:36](=O)[O:35][C:33](=[O:34])[C:32]2=[CH:38][CH:39]=1)([O-:28])=[O:27].C([O-])(=O)C.[Na+]. (10) Given the product [NH2:26][C:16]1[C:15]([NH:14][C:8]2[CH:9]=[CH:10][C:11]([I:13])=[CH:12][C:7]=2[F:6])=[C:20]([CH3:21])[C:19](=[O:22])[N:18]2[CH2:23][CH2:24][S:25][C:17]=12, predict the reactants needed to synthesize it. The reactants are: Cl.Cl[Sn]Cl.O.[F:6][C:7]1[CH:12]=[C:11]([I:13])[CH:10]=[CH:9][C:8]=1[NH:14][C:15]1[C:16]([N+:26]([O-])=O)=[C:17]2[S:25][CH2:24][CH2:23][N:18]2[C:19](=[O:22])[C:20]=1[CH3:21].C(=O)(O)[O-].